Task: Predict the reactants needed to synthesize the given product.. Dataset: Full USPTO retrosynthesis dataset with 1.9M reactions from patents (1976-2016) (1) Given the product [C:39]([O:21][CH2:22][CH2:23][C:24]1[C:29]([O:30][CH3:31])=[CH:28][CH:27]=[C:26]2[C:25]=1[O:32][C:2]([CH3:7])([CH3:1])[CH2:3][C:4]2=[O:6])(=[O:10])[C:33]1[CH:38]=[CH:37][CH:36]=[CH:35][CH:34]=1, predict the reactants needed to synthesize it. The reactants are: [CH3:1][C:2]([CH3:7])=[CH:3][C:4]([OH:6])=O.CS(O)(=O)=[O:10].C([O:21][CH2:22][CH2:23][C:24]1[C:29]([O:30][CH3:31])=[CH:28][CH:27]=[CH:26][C:25]=1[OH:32])(=O)C1C=CC=CC=1.[C:33]1([CH3:39])[CH:38]=[CH:37][CH:36]=[CH:35][CH:34]=1. (2) Given the product [Br:8][C:9]1[CH:14]=[CH:13][C:12]([N:15]2[CH2:20][CH2:19][CH2:18][C@@H:17]([NH2:21])[CH2:16]2)=[CH:11][CH:10]=1, predict the reactants needed to synthesize it. The reactants are: FC(F)(F)C(O)=O.[Br:8][C:9]1[CH:14]=[CH:13][C:12]([N:15]2[CH2:20][CH2:19][CH2:18][C@@H:17]([NH:21]C(=O)OC(C)(C)C)[CH2:16]2)=[CH:11][CH:10]=1.[OH-].[Na+]. (3) Given the product [NH2:1][C:2]1[N:7]=[C:6]([O:8][CH2:9][C:10]2[CH:15]=[CH:14][C:13]([CH2:16][NH:17][C:18](=[O:23])[C:19]([F:22])([F:20])[F:21])=[CH:12][CH:11]=2)[C:5]([N:25]=[O:26])=[C:4]([NH2:24])[N:3]=1, predict the reactants needed to synthesize it. The reactants are: [NH2:1][C:2]1[N:7]=[C:6]([O:8][CH2:9][C:10]2[CH:15]=[CH:14][C:13]([CH2:16][NH:17][C:18](=[O:23])[C:19]([F:22])([F:21])[F:20])=[CH:12][CH:11]=2)[CH:5]=[C:4]([NH2:24])[N:3]=1.[N:25]([O-])=[O:26].[Na+]. (4) Given the product [F:1][C:2]1[CH:7]=[CH:6][C:5]([F:8])=[CH:4][C:3]=1[C@H:9]1[CH2:13][C@H:12]([F:14])[CH2:11][NH:10]1, predict the reactants needed to synthesize it. The reactants are: [F:1][C:2]1[CH:7]=[CH:6][C:5]([F:8])=[CH:4][C:3]=1[C@H:9]1[CH2:13][C@H:12]([F:14])[CH2:11][N:10]1C(OC(C)(C)C)=O.C(O)(C(F)(F)F)=O. (5) Given the product [CH3:1][N:2]1[CH2:3][CH2:4][N:5]([C:8]2[C:13]3[CH2:14][C@H:15]([NH:18][C:19](=[O:32])[C:20]4[CH:21]=[CH:22][C:23]([N:26]5[CH2:27][CH2:28][N:29]([C:33](=[O:35])[CH3:34])[CH2:30][CH2:31]5)=[CH:24][CH:25]=4)[CH2:16][O:17][C:12]=3[CH:11]=[CH:10][CH:9]=2)[CH2:6][CH2:7]1, predict the reactants needed to synthesize it. The reactants are: [CH3:1][N:2]1[CH2:7][CH2:6][N:5]([C:8]2[C:13]3[CH2:14][C@H:15]([NH:18][C:19](=[O:32])[C:20]4[CH:25]=[CH:24][C:23]([N:26]5[CH2:31][CH2:30][NH:29][CH2:28][CH2:27]5)=[CH:22][CH:21]=4)[CH2:16][O:17][C:12]=3[CH:11]=[CH:10][CH:9]=2)[CH2:4][CH2:3]1.[C:33](Cl)(=[O:35])[CH3:34]. (6) Given the product [CH2:11]([NH:10][C:8]([C:4]1[S:3][C:2]([C:19]#[N:20])=[N:6][C:5]=1[CH3:7])=[O:9])[C:12]1[CH:17]=[CH:16][CH:15]=[CH:14][CH:13]=1, predict the reactants needed to synthesize it. The reactants are: N[C:2]1[S:3][C:4]([C:8]([NH:10][CH2:11][C:12]2[CH:17]=[CH:16][CH:15]=[CH:14][CH:13]=2)=[O:9])=[C:5]([CH3:7])[N:6]=1.[Cu](C#N)[C:19]#[N:20].N(OCCC(C)C)=O. (7) Given the product [CH3:1][N:2]1[C:6]([CH2:7][CH2:8][OH:9])=[CH:5][CH:4]=[N:3]1, predict the reactants needed to synthesize it. The reactants are: [CH3:1][N:2]1[C:6]([CH2:7][CH2:8][O:9]C2C=CC(C3CCN(C4C=CC5N(C(C(F)(F)F)=NN=5)N=4)CC3)=CC=2)=[CH:5][CH:4]=[N:3]1.C([Li])CCC.CN1C=CC=N1.O1CC1. (8) Given the product [CH3:25][S:26]([O:15][C:12]1[CH:11]=[CH:10][C:9]([CH2:8][CH:5]2[CH2:6][CH2:7][N:2]([S:26]([CH3:25])(=[O:28])=[O:27])[CH2:3][CH2:4]2)=[CH:14][CH:13]=1)(=[O:28])=[O:27], predict the reactants needed to synthesize it. The reactants are: Cl.[NH:2]1[CH2:7][CH2:6][CH:5]([CH2:8][C:9]2[CH:14]=[CH:13][C:12]([OH:15])=[CH:11][CH:10]=2)[CH2:4][CH2:3]1.C(N(C(C)C)CC)(C)C.[CH3:25][S:26](Cl)(=[O:28])=[O:27].C([O-])(O)=O.[Na+].